Dataset: Reaction yield outcomes from USPTO patents with 853,638 reactions. Task: Predict the reaction yield, written as a fraction of the theoretical maximum amount of product (1.0 means a 100% yield; for example, 0.34 means a 34% yield). The product is [OH:8][C:9]1[C:10]([O:25][CH3:26])=[CH:11][C:12]2[C:18](=[O:19])[N:17]3[CH2:20][CH2:21][CH2:22][CH2:23][C@H:16]3[CH:15]=[N:14][C:13]=2[CH:24]=1. The yield is 0.810. The reactants are C([O:8][C:9]1[C:10]([O:25][CH3:26])=[CH:11][C:12]2[C:18](=[O:19])[N:17]3[CH2:20][CH2:21][CH2:22][CH2:23][C@H:16]3[CH:15]=[N:14][C:13]=2[CH:24]=1)C1C=CC=CC=1. The catalyst is C(Cl)Cl.C([O-])(O)=O.[Na+].